Predict the reactants needed to synthesize the given product. From a dataset of Full USPTO retrosynthesis dataset with 1.9M reactions from patents (1976-2016). (1) Given the product [CH2:1]([C:3]1[C:23]([NH2:24])=[C:6]2[C:7]([O:21][CH3:22])=[CH:8][CH:9]=[C:10]([C:11]3[C:16]([CH3:17])=[CH:15][C:14]([CH3:18])=[CH:13][C:12]=3[O:19][CH3:20])[N:5]2[N:4]=1)[CH3:2], predict the reactants needed to synthesize it. The reactants are: [CH2:1]([C:3]1[C:23]([N+:24]([O-])=O)=[C:6]2[C:7]([O:21][CH3:22])=[CH:8][CH:9]=[C:10]([C:11]3[C:16]([CH3:17])=[CH:15][C:14]([CH3:18])=[CH:13][C:12]=3[O:19][CH3:20])[N:5]2[N:4]=1)[CH3:2].C(O)(=O)C. (2) Given the product [CH:5]1([NH:1][C:6](=[O:7])[C:8]2[CH:13]=[CH:12][C:11]([C:14]3[O:15][C:16]([C:19]4[C:20]([C:25]5[CH:26]=[CH:27][CH:28]=[CH:29][CH:30]=5)=[N:21][O:22][C:23]=4[CH3:24])=[N:17][N:18]=3)=[CH:10][CH:9]=2)[CH2:4][CH2:31]1, predict the reactants needed to synthesize it. The reactants are: [N:1]1([C:6]([C:8]2[CH:13]=[CH:12][C:11]([C:14]3[O:15][C:16]([C:19]4[C:20]([C:25]5[CH:30]=[CH:29][CH:28]=[CH:27][CH:26]=5)=[N:21][O:22][C:23]=4[CH3:24])=[N:17][N:18]=3)=[CH:10][CH:9]=2)=[O:7])[CH:5]=[CH:4]N=C1.[CH:31]1(N)CC1. (3) Given the product [Cl:23][CH2:20][Cl:22].[CH3:5][OH:6].[NH3:9].[Cl:22][C:20]1[CH:19]=[C:5]([CH:4]=[C:3]([Cl:2])[CH:21]=1)[O:6][C:7]1[C:8]([CH2:17][CH3:18])=[N:9][N:10]2[CH2:15][CH2:14][NH:13][CH2:12][C:11]=12, predict the reactants needed to synthesize it. The reactants are: B.[Cl:2][C:3]1[CH:4]=[C:5]([CH:19]=[C:20]([Cl:22])[CH:21]=1)[O:6][C:7]1[C:8]([CH2:17][CH3:18])=[N:9][N:10]2[CH2:15][CH2:14][NH:13][C:12](=O)[C:11]=12.[ClH:23]. (4) Given the product [C:40]([NH:1][C:2]1[CH:7]=[C:6]([O:8][C:9]2[CH:14]=[CH:13][C:12]([NH:15][C:16]([C:18]3[C:22](=[O:23])[N:21]([C:24]4[CH:25]=[CH:26][CH:27]=[CH:28][CH:29]=4)[N:20]4[CH2:30][CH2:31][CH2:32][C:19]=34)=[O:17])=[CH:11][CH:10]=2)[CH:5]=[CH:4][N:3]=1)(=[O:42])[CH3:41], predict the reactants needed to synthesize it. The reactants are: [NH2:1][C:2]1[CH:7]=[C:6]([O:8][C:9]2[CH:14]=[CH:13][C:12]([NH:15][C:16]([C:18]3[C:22](=[O:23])[N:21]([C:24]4[CH:29]=[CH:28][CH:27]=[CH:26][CH:25]=4)[N:20]4[CH2:30][CH2:31][CH2:32][C:19]=34)=[O:17])=[CH:11][CH:10]=2)[CH:5]=[CH:4][N:3]=1.CCN(CC)CC.[C:40](OC(=O)C)(=[O:42])[CH3:41]. (5) Given the product [CH3:1][O:2][C:3](=[O:12])[C:4]1[CH:9]=[C:8]([Br:10])[CH:7]=[CH:6][C:5]=1[CH2:11][Br:13], predict the reactants needed to synthesize it. The reactants are: [CH3:1][O:2][C:3](=[O:12])[C:4]1[CH:9]=[C:8]([Br:10])[CH:7]=[CH:6][C:5]=1[CH3:11].[Br:13]N1C(=O)CCC1=O.C(OOC(=O)C1C=CC=CC=1)(=O)C1C=CC=CC=1.